From a dataset of Forward reaction prediction with 1.9M reactions from USPTO patents (1976-2016). Predict the product of the given reaction. (1) Given the reactants [F:1][C:2]([F:38])([F:37])[C:3]1[CH:8]=[CH:7][C:6]([C:9]2[N:13](COCC[Si](C)(C)C)[C:12]([N:22]3[CH2:27][CH2:26][NH:25][CH2:24][CH2:23]3)=[N:11][C:10]=2[C:28]2[CH:33]=[C:32]([F:34])[C:31]([F:35])=[C:30]([F:36])[CH:29]=2)=[CH:5][CH:4]=1.Cl[C:40]1[C:45]([Cl:46])=[CH:44][CH:43]=[CH:42][N:41]=1.[C:47](=[O:50])(O)[O-:48].[Na+], predict the reaction product. The product is: [F:1][C:2]([F:38])([F:37])[C:47]([OH:48])=[O:50].[Cl:46][C:45]1[C:40]([N:25]2[CH2:26][CH2:27][N:22]([C:12]3[NH:13][C:9]([C:6]4[CH:7]=[CH:8][C:3]([C:2]([F:38])([F:37])[F:1])=[CH:4][CH:5]=4)=[C:10]([C:28]4[CH:33]=[C:32]([F:34])[C:31]([F:35])=[C:30]([F:36])[CH:29]=4)[N:11]=3)[CH2:23][CH2:24]2)=[N:41][CH:42]=[CH:43][CH:44]=1. (2) Given the reactants C(N(CC)CC)C.[NH2:8][CH2:9][C:10]([NH2:13])([CH3:12])[CH3:11].[CH2:14]([O:21][C:22]1[CH:31]=[C:30]2[C:25]([C:26](Cl)=[C:27]([N+:32]([O-:34])=[O:33])[CH:28]=[N:29]2)=[CH:24][CH:23]=1)[C:15]1[CH:20]=[CH:19][CH:18]=[CH:17][CH:16]=1, predict the reaction product. The product is: [NH2:13][C:10]([CH3:12])([CH3:11])[CH2:9][NH:8][C:26]1[C:25]2[C:30](=[CH:31][C:22]([O:21][CH2:14][C:15]3[CH:20]=[CH:19][CH:18]=[CH:17][CH:16]=3)=[CH:23][CH:24]=2)[N:29]=[CH:28][C:27]=1[N+:32]([O-:34])=[O:33]. (3) Given the reactants [OH-].[Na+].C[O:4][C:5](=[O:40])[CH2:6][CH2:7][C:8]([C:10]1[C:18]2[C:13](=[CH:14][CH:15]=[C:16]([Cl:19])[CH:17]=2)[N:12]([CH2:20][C:21]2[CH:22]=[N:23][C:24]([C:27]3[C:32]4[O:33][C:34]5[CH:39]=[CH:38][CH:37]=[CH:36][C:35]=5[C:31]=4[CH:30]=[CH:29][CH:28]=3)=[CH:25][CH:26]=2)[CH:11]=1)=[O:9].Cl, predict the reaction product. The product is: [Cl:19][C:16]1[CH:17]=[C:18]2[C:13](=[CH:14][CH:15]=1)[N:12]([CH2:20][C:21]1[CH:22]=[N:23][C:24]([C:27]3[C:32]4[O:33][C:34]5[CH:39]=[CH:38][CH:37]=[CH:36][C:35]=5[C:31]=4[CH:30]=[CH:29][CH:28]=3)=[CH:25][CH:26]=1)[CH:11]=[C:10]2[C:8](=[O:9])[CH2:7][CH2:6][C:5]([OH:40])=[O:4]. (4) Given the reactants [Si]([O:8][CH2:9][C@H:10]1[CH2:15][CH2:14][C@H:13]([C:16]2[N:17]=[N:18][N:19]3[C:24]=2[C:23]2[CH:25]=[CH:26][NH:27][C:22]=2[N:21]=[CH:20]3)[CH2:12][CH2:11]1)(C(C)(C)C)(C)C.[Si](OCC1C=CC(C2N=NN3C=2C2C=CNC=2N=C3)=CC=1)(C(C)(C)C)(C)C, predict the reaction product. The product is: [C:16]1([C@H:13]2[CH2:12][CH2:11][C@H:10]([CH2:9][OH:8])[CH2:15][CH2:14]2)[N:17]=[N:18][N:19]2[C:24]=1[C:23]1[CH:25]=[CH:26][NH:27][C:22]=1[N:21]=[CH:20]2. (5) Given the reactants Br[C:2]1[CH:3]=[N:4][C:5]2[C:10]([CH:11]=1)=[CH:9][C:8]([OH:12])=[CH:7][CH:6]=2.[I-:13].[Na+].CN(C)CCN(C)C.N.Cl, predict the reaction product. The product is: [I:13][C:2]1[CH:3]=[N:4][C:5]2[C:10]([CH:11]=1)=[CH:9][C:8]([OH:12])=[CH:7][CH:6]=2. (6) Given the reactants [Cl:1][C:2]1[CH:7]=[C:6]([NH:8][C:9]2[C:18]3[C:13](=[CH:14][CH:15]=[CH:16][C:17]=3[O:19][C@H:20]([CH3:24])[CH2:21][NH:22][CH3:23])[N:12]=[CH:11][N:10]=2)[CH:5]=[CH:4][C:3]=1[OH:25].[C:26]([OH:30])(=O)[CH2:27][OH:28].OCC(N(CCOC1C=CC=C2C=1C(NC1C=CC(O)=C(C)C=1)=NC=N2)C)=O, predict the reaction product. The product is: [Cl:1][C:2]1[CH:7]=[C:6]([CH:5]=[CH:4][C:3]=1[OH:25])[NH:8][C:9]1[C:18]2[C:13](=[CH:14][CH:15]=[CH:16][C:17]=2[O:19][C@H:20]([CH3:24])[CH2:21][N:22]([CH3:23])[C:26](=[O:30])[CH2:27][OH:28])[N:12]=[CH:11][N:10]=1. (7) Given the reactants [Cl:1][C:2]1[CH:11]=[C:10]2[C:5]([CH2:6][CH2:7][C:8](=[O:25])[N:9]2[CH:12]2[CH2:17][CH2:16][N:15]([C:18]([O:20][C:21]([CH3:24])([CH3:23])[CH3:22])=[O:19])[CH2:14][CH2:13]2)=[N:4][CH:3]=1.[H-].[Na+].[C:28](=O)([O:32]CC)[O:29][CH2:30][CH3:31].[CH3:36]I, predict the reaction product. The product is: [C:21]([O:20][C:18]([N:15]1[CH2:16][CH2:17][CH:12]([N:9]2[C:10]3[C:5](=[N:4][CH:3]=[C:2]([Cl:1])[CH:11]=3)[CH2:6][C:7]([CH3:36])([C:28]([O:29][CH2:30][CH3:31])=[O:32])[C:8]2=[O:25])[CH2:13][CH2:14]1)=[O:19])([CH3:22])([CH3:24])[CH3:23].